From a dataset of Full USPTO retrosynthesis dataset with 1.9M reactions from patents (1976-2016). Predict the reactants needed to synthesize the given product. (1) Given the product [Br:1][C:2]1[CH:3]=[C:4]([C:11]([O:13][CH3:14])=[O:12])[C:5]2[CH:6]=[CH:7][N:8]([CH:23]3[CH2:26][CH2:25][CH2:24]3)[C:9]=2[CH:10]=1, predict the reactants needed to synthesize it. The reactants are: [Br:1][C:2]1[CH:3]=[C:4]([C:11]([O:13][CH3:14])=[O:12])[C:5]2[CH:6]=[CH:7][NH:8][C:9]=2[CH:10]=1.[Cl-].C(C[P+](C)(C)C)#N.[CH:23]1(O)[CH2:26][CH2:25][CH2:24]1.[H-].[Na+]. (2) Given the product [CH2:9]([O:8][C:7]1[CH:6]=[CH:5][N:4]([CH2:33][CH2:32][C:31]([O:35][CH3:36])=[O:34])[C:3](=[O:19])[C:2]=1[Br:1])[C:10]1[CH:11]=[CH:12][CH:13]=[CH:14][CH:15]=1, predict the reactants needed to synthesize it. The reactants are: [Br:1][C:2]1[C:3](=[O:19])[NH:4][C:5](C)=[CH:6][C:7]=1[O:8][CH2:9][C:10]1[CH:15]=[CH:14][C:13](F)=[CH:12][C:11]=1F.[F-].[Cs+].CO[Si](OC)(OC)OC.[C:31]([O:35][CH3:36])(=[O:34])[CH:32]=[CH2:33]. (3) Given the product [CH3:24][N:2]([CH3:1])[C:3]1[N:8]2[N:9]=[CH:10][C:11]([C:12]([N:64]3[CH2:63][CH2:62][N:61]([C@H:65]([C:68]4[CH:73]=[CH:72][CH:71]=[CH:70][CH:69]=4)[CH2:66][OH:67])[CH2:60][C@H:59]3[CH3:58])=[O:14])=[C:7]2[N:6]=[C:5]([C:15]2[CH:20]=[CH:19][C:18]([O:21][CH3:22])=[CH:17][CH:16]=2)[C:4]=1[F:23], predict the reactants needed to synthesize it. The reactants are: [CH3:1][N:2]([CH3:24])[C:3]1[N:8]2[N:9]=[CH:10][C:11]([C:12]([OH:14])=O)=[C:7]2[N:6]=[C:5]([C:15]2[CH:20]=[CH:19][C:18]([O:21][CH3:22])=[CH:17][CH:16]=2)[C:4]=1[F:23].CN(C(ON1N=NC2C=CC=NC1=2)=[N+](C)C)C.F[P-](F)(F)(F)(F)F.CCN(C(C)C)C(C)C.[CH3:58][C@H:59]1[NH:64][CH2:63][CH2:62][N:61]([C@H:65]([C:68]2[CH:73]=[CH:72][CH:71]=[CH:70][CH:69]=2)[CH2:66][OH:67])[CH2:60]1.